Dataset: Forward reaction prediction with 1.9M reactions from USPTO patents (1976-2016). Task: Predict the product of the given reaction. (1) Given the reactants Cl[C:2]1[CH:7]=[CH:6][C:5]([CH:8]2[CH:13]([CH3:14])[NH:12][C:11](=[O:15])[CH:10]([NH:16][C:17](=[O:23])[O:18][C:19]([CH3:22])([CH3:21])[CH3:20])[CH2:9]2)=[CH:4][CH:3]=1.[H][H].C(N(CC)CC)C.C(OC(OC(C)(C)C)=O)(OC(C)(C)C)=O.C(=O)(O)[O-].[Na+], predict the reaction product. The product is: [CH3:14][C@H:13]1[NH:12][C:11](=[O:15])[C@@H:10]([NH:16][C:17](=[O:23])[O:18][C:19]([CH3:22])([CH3:21])[CH3:20])[CH2:9][C@H:8]1[C:5]1[CH:4]=[CH:3][CH:2]=[CH:7][CH:6]=1. (2) Given the reactants Br[C:2]12[CH2:11][CH:6]3[CH2:7][CH:8]([CH2:10][CH:4]([CH2:5]3)[CH2:3]1)[CH2:9]2.C(N(CC)CC)C.[CH2:19]([OH:37])[CH2:20][O:21][CH2:22][CH2:23][O:24][CH2:25][CH2:26][O:27][CH2:28][CH2:29][O:30][CH2:31][CH2:32][O:33][CH2:34][CH2:35][OH:36], predict the reaction product. The product is: [C:2]12([O:36][CH2:35][CH2:34][O:33][CH2:32][CH2:31][O:30][CH2:29][CH2:28][O:27][CH2:26][CH2:25][O:24][CH2:23][CH2:22][O:21][CH2:20][CH2:19][OH:37])[CH2:11][CH:6]3[CH2:7][CH:8]([CH2:10][CH:4]([CH2:5]3)[CH2:3]1)[CH2:9]2. (3) Given the reactants [OH-].[K+].Br[C:4]1[CH:24]=[CH:23][C:7]([CH2:8][N:9]([C:17](=[O:22])[CH2:18][CH2:19][CH2:20][CH3:21])[CH:10]([CH:14]([CH3:16])[CH3:15])[C:11]([OH:13])=[O:12])=[CH:6][CH:5]=1.C1(P(C2C=CC=CC=2)C2C=CC=CC=2)C=CC=CC=1.[N:44]1[NH:45][N:46]=[N:47][C:48]=1[C:49]1[CH:54]=[CH:53][CH:52]=[CH:51][C:50]=1B(O)O, predict the reaction product. The product is: [CH3:21][CH2:20][CH2:19][CH2:18][C:17]([N:9]([C@H:10]([C:11]([OH:13])=[O:12])[CH:14]([CH3:16])[CH3:15])[CH2:8][C:7]1[CH:6]=[CH:5][C:4]([C:54]2[CH:53]=[CH:52][CH:51]=[CH:50][C:49]=2[C:48]2[NH:44][N:45]=[N:46][N:47]=2)=[CH:24][CH:23]=1)=[O:22]. (4) Given the reactants C(OC([N:8]1[CH2:13][CH2:12][CH:11]([CH2:14][O:15][C:16]2[CH:21]=[C:20]([CH:22]([CH:27]3[CH2:29][CH2:28]3)[CH2:23][C:24]([OH:26])=[O:25])[CH:19]=[CH:18][N:17]=2)[CH2:10][CH2:9]1)=O)(C)(C)C.S(=O)(=O)(O)O.[CH2:35](O)[CH3:36], predict the reaction product. The product is: [CH:27]1([CH:22]([C:20]2[CH:19]=[CH:18][N:17]=[C:16]([O:15][CH2:14][CH:11]3[CH2:10][CH2:9][NH:8][CH2:13][CH2:12]3)[CH:21]=2)[CH2:23][C:24]([O:26][CH2:35][CH3:36])=[O:25])[CH2:28][CH2:29]1. (5) Given the reactants [NH:1]1[C:9]2[C:4](=[CH:5][C:6]([NH:10][C:11]3[C:12]4[C:19]5[CH2:20][CH2:21][CH:22]([C:24]([OH:26])=O)[CH2:23][C:18]=5[S:17][C:13]=4[N:14]=[CH:15][N:16]=3)=[CH:7][CH:8]=2)[CH:3]=[N:2]1.[CH3:27][O:28][C:29]1[CH:35]=[CH:34][C:32]([NH2:33])=[CH:31][CH:30]=1.C(N(CC)C(C)C)(C)C.C(P1(=O)OP(CCC)(=O)OP(CCC)(=O)O1)CC.C(P(OP(CCC)=O)=O)CC, predict the reaction product. The product is: [NH:1]1[C:9]2[C:4](=[CH:5][C:6]([NH:10][C:11]3[C:12]4[C:19]5[CH2:20][CH2:21][CH:22]([C:24]([NH:33][C:32]6[CH:34]=[CH:35][C:29]([O:28][CH3:27])=[CH:30][CH:31]=6)=[O:26])[CH2:23][C:18]=5[S:17][C:13]=4[N:14]=[CH:15][N:16]=3)=[CH:7][CH:8]=2)[CH:3]=[N:2]1.